From a dataset of Full USPTO retrosynthesis dataset with 1.9M reactions from patents (1976-2016). Predict the reactants needed to synthesize the given product. Given the product [CH3:54][C:55]1[CH:56]=[C:57]([NH:62][NH:63][C:9](=[O:10])[CH:8]([N:5]2[CH2:4][CH2:3][N:2]([CH3:1])[CH2:7][CH2:6]2)[C:12]2[C:21]3[C:16](=[CH:17][CH:18]=[CH:19][CH:20]=3)[CH:15]=[CH:14][CH:13]=2)[CH:58]=[C:59]([CH3:61])[CH:60]=1, predict the reactants needed to synthesize it. The reactants are: [CH3:1][N:2]1[CH2:7][CH2:6][N:5]([CH:8]([C:12]2[C:21]3[C:16](=[CH:17][CH:18]=[CH:19][CH:20]=3)[CH:15]=[CH:14][CH:13]=2)[C:9](O)=[O:10])[CH2:4][CH2:3]1.C1C=CC2N(O)N=NC=2C=1.CCN=C=NCCCN(C)C.Cl.C(N(C(C)C)CC)(C)C.Cl.[CH3:54][C:55]1[CH:56]=[C:57]([NH:62][NH2:63])[CH:58]=[C:59]([CH3:61])[CH:60]=1.